This data is from Catalyst prediction with 721,799 reactions and 888 catalyst types from USPTO. The task is: Predict which catalyst facilitates the given reaction. Reactant: [NH2:1][C:2]1[CH:7]=[CH:6][N:5]=[CH:4][N:3]=1.C[Si]([N-][Si](C)(C)C)(C)C.[Na+].Cl[C:19]1[N:24]=[C:23]([N:25]2[CH2:30][CH2:29][O:28][CH2:27][CH2:26]2)[N:22]=[C:21]([N:31]2[C:35]3[CH:36]=[CH:37][CH:38]=[C:39]([O:40][CH3:41])[C:34]=3[N:33]=[C:32]2[CH:42]([F:44])[F:43])[N:20]=1.C(O)(=O)C. Product: [F:44][CH:42]([F:43])[C:32]1[N:31]([C:21]2[N:22]=[C:23]([N:25]3[CH2:30][CH2:29][O:28][CH2:27][CH2:26]3)[N:24]=[C:19]([NH:1][C:2]3[CH:7]=[CH:6][N:5]=[CH:4][N:3]=3)[N:20]=2)[C:35]2[CH:36]=[CH:37][CH:38]=[C:39]([O:40][CH3:41])[C:34]=2[N:33]=1. The catalyst class is: 20.